Dataset: Full USPTO retrosynthesis dataset with 1.9M reactions from patents (1976-2016). Task: Predict the reactants needed to synthesize the given product. (1) Given the product [CH3:1][O:2][C:3](=[O:25])[CH2:4][N:5]1[C:11](=[O:12])[CH:10]([NH:13][C:14]([O:16][C:17]([CH3:20])([CH3:18])[CH3:19])=[O:15])[CH2:9][NH:8][C:7]2[CH:21]=[CH:22][CH:23]=[CH:24][C:6]1=2, predict the reactants needed to synthesize it. The reactants are: [CH3:1][O:2][C:3](=[O:25])[CH2:4][N:5]1[C:11](=[O:12])[C@@H:10]([NH:13][C:14]([O:16][C:17]([CH3:20])([CH3:19])[CH3:18])=[O:15])[CH2:9][NH:8][C:7]2[CH:21]=[CH:22][CH:23]=[CH:24][C:6]1=2.C[Si]([N-][Si](C)(C)C)(C)C.[Li+].C(OC(NC1C(=O)NC2C=CC=CC=2NC1)=O)(C)(C)C.BrCC(OC)=O. (2) Given the product [CH3:3][CH:2]1[CH2:1][O:5][C:7]2([CH:8]([CH3:17])[CH2:9][CH2:10][CH2:11][CH:6]2[CH3:16])[O:4]1, predict the reactants needed to synthesize it. The reactants are: [CH2:1]([OH:5])[CH:2]([OH:4])[CH3:3].[C:6]1([CH3:16])[CH:11]=[CH:10][C:9](S(O)(=O)=O)=[CH:8][CH:7]=1.[C:17]1(C)C=CC=CC=1. (3) Given the product [ClH:43].[NH2:5][C:6]1[C:15]2[C:10](=[CH:11][C:12]([CH2:16][NH:17][C:18]([C:20]3[C:21]([CH2:39][OH:40])=[N:22][N:23]([CH2:25][C:26]4[CH:27]=[CH:28][C:29]([CH2:32][N:33]5[CH:37]=[C:36]([CH3:38])[CH:35]=[N:34]5)=[CH:30][CH:31]=4)[CH:24]=3)=[O:19])=[CH:13][CH:14]=2)[CH:9]=[CH:8][N:7]=1, predict the reactants needed to synthesize it. The reactants are: BrB(Br)Br.[NH2:5][C:6]1[C:15]2[C:10](=[CH:11][C:12]([CH2:16][NH:17][C:18]([C:20]3[C:21]([CH2:39][O:40]C)=[N:22][N:23]([CH2:25][C:26]4[CH:31]=[CH:30][C:29]([CH2:32][N:33]5[CH:37]=[C:36]([CH3:38])[CH:35]=[N:34]5)=[CH:28][CH:27]=4)[CH:24]=3)=[O:19])=[CH:13][CH:14]=2)[CH:9]=[CH:8][N:7]=1.C(Cl)[Cl:43]. (4) Given the product [CH2:1]([O:8][C:9]1[CH:10]=[CH:11][C:12]([O:16][CH3:17])=[C:13]([NH:14][C:27](=[O:29])[CH3:28])[CH:15]=1)[C:2]1[CH:3]=[CH:4][CH:5]=[CH:6][CH:7]=1, predict the reactants needed to synthesize it. The reactants are: [CH2:1]([O:8][C:9]1[CH:10]=[CH:11][C:12]([O:16][CH3:17])=[C:13]([CH:15]=1)[NH2:14])[C:2]1[CH:7]=[CH:6][CH:5]=[CH:4][CH:3]=1.CCN(C(C)C)C(C)C.[C:27](OC(=O)C)(=[O:29])[CH3:28]. (5) Given the product [NH2:1][C:2]1[C:11]2[C:6](=[CH:7][C:8]([N:12]3[C:20]4[CH2:19][C:18]([CH3:22])([CH3:21])[CH2:17][C:16](=[O:23])[C:15]=4[C:14]([CH3:24])=[CH:13]3)=[CH:9][CH:10]=2)[C:5]([C:25]([OH:30])=[O:28])=[CH:4][N:3]=1, predict the reactants needed to synthesize it. The reactants are: [NH2:1][C:2]1[C:11]2[C:6](=[CH:7][C:8]([N:12]3[C:20]4[CH2:19][C:18]([CH3:22])([CH3:21])[CH2:17][C:16](=[O:23])[C:15]=4[C:14]([CH3:24])=[CH:13]3)=[CH:9][CH:10]=2)[C:5]([C:25]#N)=[CH:4][N:3]=1.Cl.[OH-:28].[Na+].[OH2:30].